Dataset: Full USPTO retrosynthesis dataset with 1.9M reactions from patents (1976-2016). Task: Predict the reactants needed to synthesize the given product. (1) Given the product [Cl:1][C:2]1[N:7]=[C:6]([N:8]([C:24]([O:26][C:27]([CH3:29])([CH3:28])[CH3:30])=[O:25])[N:9]([C:10]([O:12][C:13]([CH3:15])([CH3:16])[CH3:14])=[O:11])[C:17]([O:19][C:20]([CH3:21])([CH3:23])[CH3:22])=[O:18])[C:5]([F:31])=[C:4]([NH:46][CH:42]2[CH2:45][CH2:44][CH2:43]2)[N:3]=1, predict the reactants needed to synthesize it. The reactants are: [Cl:1][C:2]1[N:7]=[C:6]([N:8]([C:24]([O:26][C:27]([CH3:30])([CH3:29])[CH3:28])=[O:25])[N:9]([C:17]([O:19][C:20]([CH3:23])([CH3:22])[CH3:21])=[O:18])[C:10]([O:12][C:13]([CH3:16])([CH3:15])[CH3:14])=[O:11])[C:5]([F:31])=[C:4](Cl)[N:3]=1.C(N(C(C)C)CC)(C)C.[CH:42]1([NH2:46])[CH2:45][CH2:44][CH2:43]1.CCOCC. (2) Given the product [C:1]([C:5]1[N:9]([CH2:10][CH:11]2[CH2:16][CH2:15][CH2:14][CH2:13][CH2:12]2)[C:8]2[CH:17]=[CH:18][C:19]([N:21]([CH2:34][CH3:35])[S:22]([C:25]3[CH:30]=[CH:29][CH:28]=[CH:27][CH:26]=3)(=[O:24])=[O:23])=[CH:20][C:7]=2[N:6]=1)([CH3:4])([CH3:2])[CH3:3], predict the reactants needed to synthesize it. The reactants are: [C:1]([C:5]1[N:9]([CH2:10][CH:11]2[CH2:16][CH2:15][CH2:14][CH2:13][CH2:12]2)[C:8]2[CH:17]=[CH:18][C:19]([NH:21][S:22]([C:25]3[CH:30]=[CH:29][CH:28]=[CH:27][CH:26]=3)(=[O:24])=[O:23])=[CH:20][C:7]=2[N:6]=1)([CH3:4])([CH3:3])[CH3:2].[H-].[Na+].I[CH2:34][CH3:35].C(O)(C(F)(F)F)=O.